Dataset: Forward reaction prediction with 1.9M reactions from USPTO patents (1976-2016). Task: Predict the product of the given reaction. (1) Given the reactants [NH2:1][CH2:2][CH2:3][CH:4]([C:6]1[CH:11]=[CH:10][CH:9]=[C:8]([I:12])[CH:7]=1)[OH:5].[F:13][C:14]([F:21])([F:20])[C:15](OCC)=[O:16].C(N(CC)CC)C, predict the reaction product. The product is: [F:13][C:14]([F:21])([F:20])[C:15]([NH:1][CH2:2][CH2:3][CH:4]([OH:5])[C:6]1[CH:11]=[CH:10][CH:9]=[C:8]([I:12])[CH:7]=1)=[O:16]. (2) Given the reactants [C:1]([O:5][C:6]([N:8]1[CH2:13][CH2:12][CH:11]([NH:14][C:15]2[CH:20]=[CH:19][C:18]([O:21][CH2:22][CH3:23])=[CH:17][CH:16]=2)[CH2:10][CH2:9]1)=[O:7])([CH3:4])([CH3:3])[CH3:2].Cl[CH2:25][C:26]1[CH:27]=[C:28]([C:32]2[CH:37]=[C:36]([O:38][CH3:39])[C:35]([O:40][CH3:41])=[C:34]([O:42][CH3:43])[CH:33]=2)[CH:29]=[N:30][CH:31]=1, predict the reaction product. The product is: [C:1]([O:5][C:6]([N:8]1[CH2:13][CH2:12][CH:11]([N:14]([C:15]2[CH:20]=[CH:19][C:18]([O:21][CH2:22][CH3:23])=[CH:17][CH:16]=2)[CH2:25][C:26]2[CH:27]=[C:28]([C:32]3[CH:37]=[C:36]([O:38][CH3:39])[C:35]([O:40][CH3:41])=[C:34]([O:42][CH3:43])[CH:33]=3)[CH:29]=[N:30][CH:31]=2)[CH2:10][CH2:9]1)=[O:7])([CH3:4])([CH3:3])[CH3:2].